This data is from Reaction yield outcomes from USPTO patents with 853,638 reactions. The task is: Predict the reaction yield, written as a fraction of the theoretical maximum amount of product (1.0 means a 100% yield; for example, 0.34 means a 34% yield). (1) The reactants are [Cl:1][C:2]1[C:11]2[C:6](=[CH:7][CH:8]=[CH:9][CH:10]=2)[CH:5]=[CH:4][C:3]=1[O:12][CH:13]([CH3:16])[CH2:14][NH2:15].[O:17]1[CH:21]=[CH:20][CH:19]=[C:18]1[CH:22]=O. No catalyst specified. The product is [Cl:1][C:2]1[C:11]2[C:6](=[CH:7][CH:8]=[CH:9][CH:10]=2)[CH:5]=[CH:4][C:3]=1[O:12][CH:13]([CH3:16])[CH2:14][NH:15][CH2:22][C:18]1[O:17][CH:21]=[CH:20][CH:19]=1. The yield is 0.560. (2) The reactants are [S:1]1[CH:5]=[CH:4][C:3]([C@H:6]2[C@H:15]3[CH2:16][CH2:17][N:18]([C:19]([C@H:21]4[CH2:26][CH2:25][CH2:24][CH2:23][C@H:22]4[NH:27][C:28](=[O:35])[C:29]4[CH:34]=[CH:33][CH:32]=[CH:31][CH:30]=4)=[O:20])[C@H:14]3[C:13]3[CH:12]=[CH:11][CH:10]=[CH:9][C:8]=3[NH:7]2)=[CH:2]1.S1C=CC([C@H]2[C@@H]3CCN(C([C@H]4CCCC[C@H]4NC(=O)C4C=CC=CC=4)=O)[C@@H]3C3C=CC=CC=3N2)=C1. The catalyst is C1(C)C=CC=CC=1.[O-2].[O-2].[Mn+4]. The product is [S:1]1[CH:5]=[CH:4][C:3]([C:6]2[C:15]3[CH2:16][CH2:17][N:18]([C:19]([C@H:21]4[CH2:26][CH2:25][CH2:24][CH2:23][C@H:22]4[NH:27][C:28](=[O:35])[C:29]4[CH:34]=[CH:33][CH:32]=[CH:31][CH:30]=4)=[O:20])[C:14]=3[C:13]3[CH:12]=[CH:11][CH:10]=[CH:9][C:8]=3[N:7]=2)=[CH:2]1. The yield is 0.170. (3) The reactants are [F:1][C:2]([F:10])([F:9])[CH:3]([OH:8])[C:4]([F:7])([F:6])[F:5].Cl[C:12](Cl)([O:14]C(=O)OC(Cl)(Cl)Cl)Cl.C(N(CC)C(C)C)(C)C.[Cl:32][C:33]1[CH:38]=[CH:37][CH:36]=[C:35]([N:39]2[CH2:43][CH2:42][CH2:41][CH2:40]2)[C:34]=1[CH2:44][N:45]1[CH2:50][CH2:49][NH:48][CH2:47][CH2:46]1. The catalyst is O.ClCCl. The product is [Cl:32][C:33]1[CH:38]=[CH:37][CH:36]=[C:35]([N:39]2[CH2:40][CH2:41][CH2:42][CH2:43]2)[C:34]=1[CH2:44][N:45]1[CH2:46][CH2:47][N:48]([C:12]([O:8][CH:3]([C:4]([F:7])([F:6])[F:5])[C:2]([F:10])([F:9])[F:1])=[O:14])[CH2:49][CH2:50]1. The yield is 0.330.